From a dataset of Forward reaction prediction with 1.9M reactions from USPTO patents (1976-2016). Predict the product of the given reaction. Given the reactants Cl.[NH:2]1[CH2:6][CH2:5][C@@H:4]([NH:7][C:8]([C:10]2[C:14]3[N:15]=[CH:16][N:17]=[C:18]([C:19]4[CH:24]=[C:23]([F:25])[C:22]([O:26][CH3:27])=[CH:21][C:20]=4[O:28][CH2:29][CH:30]4[CH2:32][CH2:31]4)[C:13]=3[NH:12][CH:11]=2)=[O:9])[CH2:3]1.[C:33](Cl)(=[O:36])[CH2:34][CH3:35], predict the reaction product. The product is: [C:33]([N:2]1[CH2:6][CH2:5][C@@H:4]([NH:7][C:8]([C:10]2[C:14]3[N:15]=[CH:16][N:17]=[C:18]([C:19]4[CH:24]=[C:23]([F:25])[C:22]([O:26][CH3:27])=[CH:21][C:20]=4[O:28][CH2:29][CH:30]4[CH2:31][CH2:32]4)[C:13]=3[NH:12][CH:11]=2)=[O:9])[CH2:3]1)(=[O:36])[CH2:34][CH3:35].